This data is from Full USPTO retrosynthesis dataset with 1.9M reactions from patents (1976-2016). The task is: Predict the reactants needed to synthesize the given product. (1) The reactants are: C(OC1C=CC(S(C)(=O)=O)=CC=1C(O)=O)(C)C.Cl[C:19]1[CH:27]=[CH:26][C:25]([S:28]([CH3:31])(=[O:30])=[O:29])=[CH:24][C:20]=1[C:21]([OH:23])=[O:22].[F:32][C:33]([F:38])([F:37])[CH:34]([OH:36])[CH3:35]. Given the product [CH3:31][S:28]([C:25]1[CH:26]=[CH:27][C:19]([O:36][CH:34]([CH3:35])[C:33]([F:38])([F:37])[F:32])=[C:20]([CH:24]=1)[C:21]([OH:23])=[O:22])(=[O:30])=[O:29], predict the reactants needed to synthesize it. (2) The reactants are: Cl[C:2]1[C:7]([CH2:8][CH:9]([CH2:15][NH:16][C:17]([O:19][C:20]([CH3:23])([CH3:22])[CH3:21])=[O:18])[C:10]([O:12][CH2:13][CH3:14])=[O:11])=[CH:6][CH:5]=[CH:4][N:3]=1.C([O-])(=O)C.[Na+]. Given the product [CH3:21][C:20]([O:19][C:17]([NH:16][CH2:15][CH:9]([CH2:8][C:7]1[CH:2]=[N:3][CH:4]=[CH:5][CH:6]=1)[C:10]([O:12][CH2:13][CH3:14])=[O:11])=[O:18])([CH3:22])[CH3:23], predict the reactants needed to synthesize it. (3) Given the product [Cl:19][C:20]1[N:21]=[C:22]([C:27]([NH:1][C@H:2]2[CH2:7][CH2:6][C@H:5]([C:8]3[CH:9]=[C:10]([CH:16]=[CH:17][CH:18]=3)[C:11]([O:13][CH2:14][CH3:15])=[O:12])[CH2:4][CH2:3]2)=[O:28])[NH:23][C:24]=1[CH2:25][CH3:26], predict the reactants needed to synthesize it. The reactants are: [NH2:1][C@H:2]1[CH2:7][CH2:6][C@H:5]([C:8]2[CH:9]=[C:10]([CH:16]=[CH:17][CH:18]=2)[C:11]([O:13][CH2:14][CH3:15])=[O:12])[CH2:4][CH2:3]1.[Cl:19][C:20]1[N:21]=[C:22]([C:27](O)=[O:28])[NH:23][C:24]=1[CH2:25][CH3:26].ON1C2C=CC=CC=2N=N1.Cl.C(N=C=NCCCN(C)C)C.C(N(CC)CC)C.